Dataset: Reaction yield outcomes from USPTO patents with 853,638 reactions. Task: Predict the reaction yield, written as a fraction of the theoretical maximum amount of product (1.0 means a 100% yield; for example, 0.34 means a 34% yield). (1) The yield is 0.510. The reactants are Br[C:2]1[CH:9]=[CH:8][C:7]([S:10]([CH2:13][CH3:14])(=[O:12])=[O:11])=[CH:6][C:3]=1[C:4]#[N:5].[F:15][C:16]1[CH:21]=[CH:20][C:19]([O:22][CH2:23][C:24]2[CH:29]=[CH:28][C:27]([O:30][CH3:31])=[CH:26][CH:25]=2)=[CH:18][C:17]=1B1OC(C)(C)C(C)(C)O1.C(=O)([O-])[O-].[Na+].[Na+]. The catalyst is O1CCOCC1.O.[Pd].C1(P(C2C=CC=CC=2)C2C=CC=CC=2)C=CC=CC=1.C1(P(C2C=CC=CC=2)C2C=CC=CC=2)C=CC=CC=1.C1(P(C2C=CC=CC=2)C2C=CC=CC=2)C=CC=CC=1.C1(P(C2C=CC=CC=2)C2C=CC=CC=2)C=CC=CC=1. The product is [CH2:13]([S:10]([C:7]1[CH:6]=[C:3]([C:4]#[N:5])[C:2]([C:17]2[CH:18]=[C:19]([O:22][CH2:23][C:24]3[CH:29]=[CH:28][C:27]([O:30][CH3:31])=[CH:26][CH:25]=3)[CH:20]=[CH:21][C:16]=2[F:15])=[CH:9][CH:8]=1)(=[O:12])=[O:11])[CH3:14]. (2) The reactants are Br[C:2]1[C:3]2[C:8]([C:9]([C:16]3[CH:21]=[CH:20][C:19]([C:22]4[CH:31]=[CH:30][C:29]5[C:24](=[CH:25][CH:26]=[CH:27][CH:28]=5)[CH:23]=4)=[CH:18][CH:17]=3)=[C:10]3[C:15]=1[CH:14]=[CH:13][CH:12]=[CH:11]3)=[CH:7][CH:6]=[CH:5][CH:4]=2.CCCCCC.C([Li])CCC.[B:43]([O:48]C)(OC)[O:44]C.Cl. The catalyst is C1(C)C=CC=CC=1.CCOCC. The product is [CH:23]1[C:24]2[C:29](=[CH:28][CH:27]=[CH:26][CH:25]=2)[CH:30]=[CH:31][C:22]=1[C:19]1[CH:20]=[CH:21][C:16]([C:9]2[C:8]3[C:3](=[CH:4][CH:5]=[CH:6][CH:7]=3)[C:2]([B:43]([OH:48])[OH:44])=[C:15]3[C:10]=2[CH:11]=[CH:12][CH:13]=[CH:14]3)=[CH:17][CH:18]=1. The yield is 0.670. (3) The reactants are [N:1]([C@@H:4]([CH3:21])[C@@H:5]([NH:13][C:14](=[O:20])[O:15][C:16]([CH3:19])([CH3:18])[CH3:17])[CH2:6][CH:7]1[CH2:12][CH2:11][CH2:10][CH2:9][CH2:8]1)=[N+]=[N-]. The catalyst is CO.[Pd]. The product is [NH2:1][C@@H:4]([CH3:21])[C@@H:5]([NH:13][C:14](=[O:20])[O:15][C:16]([CH3:18])([CH3:17])[CH3:19])[CH2:6][CH:7]1[CH2:12][CH2:11][CH2:10][CH2:9][CH2:8]1. The yield is 0.780. (4) The reactants are [O:1]=[C:2]1[NH:3][C:4]2[C:9](/[C:10]/1=[CH:11]\[C:12]1[CH:20]=[C:19]3[C:15]([C:16](/[CH:29]=[CH:30]/[C:31]4[CH:36]=[CH:35][N:34]=[CH:33][CH:32]=4)=[N:17][N:18]3COCC[Si](C)(C)C)=[CH:14][CH:13]=1)=[CH:8][CH:7]=[CH:6][C:5]=2[NH:37][C:38](=[O:40])[CH3:39].B(F)(F)F.CCOCC.Cl. No catalyst specified. The product is [O:1]=[C:2]1[NH:3][C:4]2[C:9](/[C:10]/1=[CH:11]\[C:12]1[CH:20]=[C:19]3[C:15]([C:16](/[CH:29]=[CH:30]/[C:31]4[CH:36]=[CH:35][N:34]=[CH:33][CH:32]=4)=[N:17][NH:18]3)=[CH:14][CH:13]=1)=[CH:8][CH:7]=[CH:6][C:5]=2[NH:37][C:38](=[O:40])[CH3:39]. The yield is 0.710. (5) The reactants are [N+:1]([C:4]1[CH:5]=[C:6]([C:11]([F:14])([F:13])[F:12])[C:7](O)=[N:8][CH:9]=1)([O-:3])=[O:2].P(Cl)(Cl)(Cl)(Cl)[Cl:16].P(Cl)(Cl)(Cl)=O. No catalyst specified. The product is [Cl:16][C:7]1[C:6]([C:11]([F:14])([F:13])[F:12])=[CH:5][C:4]([N+:1]([O-:3])=[O:2])=[CH:9][N:8]=1. The yield is 0.770. (6) The reactants are [Cl:1][C:2]1[NH:7][C:6](=[O:8])[NH:5][C:4](=[O:9])[CH:3]=1.[H-].[Na+].[Br-].[Li+].Br[CH2:15][C:16]1[C:17]([C:22]#[N:23])=[CH:18][CH:19]=[CH:20][CH:21]=1.[H-].[Li+].[Li+].[I-].[Na+].[I-]. The catalyst is CN(C=O)C.CS(C)=O.CN(C=O)C.C1COCC1.CS(C)=O. The product is [Cl:1][C:2]1[N:7]([CH2:15][C:16]2[CH:21]=[CH:20][CH:19]=[CH:18][C:17]=2[C:22]#[N:23])[C:6](=[O:8])[NH:5][C:4](=[O:9])[CH:3]=1. The yield is 0.540. (7) The product is [F:1][C:2]1[CH:7]=[C:6]([C:8]2[CH:9]=[C:10]3[C:16]([C:17]4[CH:18]=[N:19][N:20]([CH2:22][C:23]5[CH:28]=[CH:27][CH:26]=[C:25]([F:29])[CH:24]=5)[CH:21]=4)=[CH:15][N:14]([S:30]([C:33]4[CH:34]=[CH:35][C:36]([CH3:37])=[CH:38][CH:39]=4)(=[O:32])=[O:31])[C:11]3=[N:12][CH:13]=2)[CH:5]=[CH:4][C:3]=1[N:40]1[CH2:41][CH2:42][NH:43][CH2:44][CH2:45]1. The reactants are [F:1][C:2]1[CH:7]=[C:6]([C:8]2[CH:9]=[C:10]3[C:16]([C:17]4[CH:18]=[N:19][N:20]([CH2:22][C:23]5[CH:28]=[CH:27][CH:26]=[C:25]([F:29])[CH:24]=5)[CH:21]=4)=[CH:15][N:14]([S:30]([C:33]4[CH:39]=[CH:38][C:36]([CH3:37])=[CH:35][CH:34]=4)(=[O:32])=[O:31])[C:11]3=[N:12][CH:13]=2)[CH:5]=[CH:4][C:3]=1[N:40]1[CH2:45][CH2:44][N:43](C(OC(C)(C)C)=O)[CH2:42][CH2:41]1. The yield is 0.930. The catalyst is C(O)(C(F)(F)F)=O.C(Cl)Cl.